Task: Predict the reactants needed to synthesize the given product.. Dataset: Full USPTO retrosynthesis dataset with 1.9M reactions from patents (1976-2016) (1) Given the product [CH3:17][C:4]1[CH:5]([C:12]([O:14][CH2:15][CH3:16])=[O:13])[C:6]2([CH2:11][CH2:2][CH:3]=1)[CH2:10][CH2:9][CH2:8][CH2:7]2, predict the reactants needed to synthesize it. The reactants are: O[CH:2]1[CH2:11][C:6]2([CH2:10][CH2:9][CH2:8][CH2:7]2)[CH:5]([C:12]([O:14][CH2:15][CH3:16])=[O:13])[C:4]([CH3:17])=[CH:3]1.C([SiH](CC)CC)C.B(F)(F)F.CCOCC. (2) Given the product [CH:2]1([CH2:5][O:6][C:7]2[CH:12]=[CH:11][C:10]([C:13]([F:15])([F:14])[F:16])=[CH:9][C:8]=2[C:17]2[C:18]3[NH:25][C:24]([CH3:26])=[C:23]([C:27]([NH:29][CH:30]4[CH2:31][CH2:32][N:33]([C:41](=[O:42])[C@@H:40]([OH:39])[CH3:44])[CH2:34][CH2:35]4)=[O:28])[C:19]=3[N:20]=[CH:21][N:22]=2)[CH2:3][CH2:4]1, predict the reactants needed to synthesize it. The reactants are: Cl.[CH:2]1([CH2:5][O:6][C:7]2[CH:12]=[CH:11][C:10]([C:13]([F:16])([F:15])[F:14])=[CH:9][C:8]=2[C:17]2[C:18]3[NH:25][C:24]([CH3:26])=[C:23]([C:27]([NH:29][CH:30]4[CH2:35][CH2:34][NH:33][CH2:32][CH2:31]4)=[O:28])[C:19]=3[N:20]=[CH:21][N:22]=2)[CH2:4][CH2:3]1.C([O:39][C@@H:40]([CH3:44])[C:41](Cl)=[O:42])(=O)C. (3) Given the product [CH3:21][O:20][C:18](=[O:19])[CH2:17][CH2:16][S:15][C:2]1[CH:11]=[CH:10][C:5]([C:6]([O:8][CH3:9])=[O:7])=[CH:4][C:3]=1[N+:12]([O-:14])=[O:13], predict the reactants needed to synthesize it. The reactants are: Cl[C:2]1[CH:11]=[CH:10][C:5]([C:6]([O:8][CH3:9])=[O:7])=[CH:4][C:3]=1[N+:12]([O-:14])=[O:13].[SH:15][CH2:16][CH2:17][C:18]([O:20][CH3:21])=[O:19].C(=O)([O-])[O-].[K+].[K+]. (4) Given the product [CH2:31]([N:14]([C@@H:10]([CH2:11][CH2:12][CH3:13])[CH2:9][S:8][C:5]1[CH:6]=[CH:7][C:2]([F:1])=[CH:3][CH:4]=1)[C@H:15]1[CH2:16][CH2:17][C@H:18]([C:21]2[CH:30]=[CH:29][C:24]3[NH:25][C:26](=[O:28])[O:27][C:23]=3[CH:22]=2)[CH2:19][CH2:20]1)[CH3:32], predict the reactants needed to synthesize it. The reactants are: [F:1][C:2]1[CH:7]=[CH:6][C:5]([S:8][CH2:9][C@@H:10]([NH:14][C@H:15]2[CH2:20][CH2:19][C@H:18]([C:21]3[CH:30]=[CH:29][C:24]4[NH:25][C:26](=[O:28])[O:27][C:23]=4[CH:22]=3)[CH2:17][CH2:16]2)[CH2:11][CH2:12][CH3:13])=[CH:4][CH:3]=1.[CH:31](=O)[CH3:32].C(O[BH-](OC(=O)C)OC(=O)C)(=O)C.[Na+]. (5) Given the product [C:29]([O:17][NH:16][C:14](=[O:15])[CH2:13][CH:12]([N:3]1[C:4](=[O:11])[C:5]2[C:10](=[CH:9][CH:8]=[CH:7][CH:6]=2)[C:2]1=[O:1])[C:18]1[CH:23]=[CH:22][C:21]([O:24][CH3:25])=[C:20]([O:26][CH2:27][CH3:28])[CH:19]=1)(=[O:36])[C:30]1[CH:35]=[CH:34][CH:33]=[CH:32][CH:31]=1, predict the reactants needed to synthesize it. The reactants are: [O:1]=[C:2]1[C:10]2[C:5](=[CH:6][CH:7]=[CH:8][CH:9]=2)[C:4](=[O:11])[N:3]1[CH:12]([C:18]1[CH:23]=[CH:22][C:21]([O:24][CH3:25])=[C:20]([O:26][CH2:27][CH3:28])[CH:19]=1)[CH2:13][C:14]([NH:16][OH:17])=[O:15].[C:29](O[C:29]([C:30]1[CH:35]=[CH:34][CH:33]=[CH:32][CH:31]=1)=[O:36])(=[O:36])[C:30]1[CH:35]=[CH:34][CH:33]=[CH:32][CH:31]=1. (6) Given the product [Br:1][C:2]1[CH:7]=[CH:6][C:5]([S:8]([CH3:9])(=[O:13])=[O:22])=[C:4]([F:10])[CH:3]=1, predict the reactants needed to synthesize it. The reactants are: [Br:1][C:2]1[CH:7]=[CH:6][C:5]([S:8][CH3:9])=[C:4]([F:10])[CH:3]=1.CC(O)=[O:13].OO.C([O-])(O)=O.[Na+].[OH2:22]. (7) Given the product [P:22]([O-:26])([O-:25])([O-:24])=[O:23].[V+5:8].[Li+:2].[P:22]([O-:26])([O-:25])([O-:24])=[O:23].[C:11], predict the reactants needed to synthesize it. The reactants are: [OH-].[Li+:2].[O-2].[O-2].[O-2].[O-2].[O-2].[V+5:8].[V+5].O=[CH:11][C@@H]([C@H]([C@@H]([C@@H](CO)O)O)O)O.[P:22](=[O:26])([OH:25])([OH:24])[OH:23].